From a dataset of Full USPTO retrosynthesis dataset with 1.9M reactions from patents (1976-2016). Predict the reactants needed to synthesize the given product. (1) Given the product [NH2:8][C:9]1[C:21]([C:22]([O:24][N:40]2[C:35]3[CH:36]=[CH:37][CH:38]=[CH:39][C:34]=3[N:33]=[N:41]2)=[O:23])=[C:12]2[N:13]=[C:14]([C:17]([F:20])([F:18])[F:19])[CH:15]=[CH:16][N:11]2[N:10]=1, predict the reactants needed to synthesize it. The reactants are: C(N(CC)CC)C.[NH2:8][C:9]1[C:21]([C:22]([OH:24])=[O:23])=[C:12]2[N:13]=[C:14]([C:17]([F:20])([F:19])[F:18])[CH:15]=[CH:16][N:11]2[N:10]=1.CN(C(O[N:33]1[N:41]=[N:40][C:35]2[CH:36]=[CH:37][CH:38]=[CH:39][C:34]1=2)=[N+](C)C)C.[B-](F)(F)(F)F. (2) Given the product [CH2:34]([C:27]1[CH:28]=[CH:29][CH:30]=[C:31]([CH2:32][CH3:33])[C:26]=1[NH:25][C:23]([C:19]1[C:13]2[CH2:14][CH2:15][C:16]3[CH:17]=[N:18][C:9]([NH:8][C:5]4[CH:6]=[CH:7][C:2]([NH:1][CH:41]5[CH2:42][CH2:43][N:66]([CH3:65])[CH2:39][CH2:40]5)=[CH:3][C:4]=4[O:36][CH3:37])=[N:10][C:11]=3[C:12]=2[N:21]([CH3:22])[N:20]=1)=[O:24])[CH3:35], predict the reactants needed to synthesize it. The reactants are: [NH2:1][C:2]1[CH:7]=[CH:6][C:5]([NH:8][C:9]2[N:18]=[CH:17][C:16]3[CH2:15][CH2:14][C:13]4[C:19]([C:23]([NH:25][C:26]5[C:31]([CH2:32][CH3:33])=[CH:30][CH:29]=[CH:28][C:27]=5[CH2:34][CH3:35])=[O:24])=[N:20][N:21]([CH3:22])[C:12]=4[C:11]=3[N:10]=2)=[C:4]([O:36][CH3:37])[CH:3]=1.O1[CH2:43][CH2:42][C:41](=O)[CH2:40][CH2:39]1.C(O)(C(F)(F)F)=O.C(O[BH-](OC(=O)C)OC(=O)C)(=O)C.[CH3:65][N+:66](C)(C)C.C([O-])(O)=O.[Na+]. (3) Given the product [F:1][C:2]1[CH:7]=[CH:6][CH:5]=[C:4]([F:8])[C:3]=1[NH:9][C:10]([C:12]1[CH:16]=[CH:15][N:14]([CH2:17][C:18]2[CH:23]=[C:22]([C:24]([F:27])([F:25])[F:26])[CH:21]=[CH:20][C:19]=2[OH:28])[N:13]=1)=[O:11], predict the reactants needed to synthesize it. The reactants are: [F:1][C:2]1[CH:7]=[CH:6][CH:5]=[C:4]([F:8])[C:3]=1[NH:9][C:10]([C:12]1[CH:16]=[CH:15][N:14]([CH2:17][C:18]2[CH:23]=[C:22]([C:24]([F:27])([F:26])[F:25])[CH:21]=[CH:20][C:19]=2[O:28]CC2C=CC=CC=2)[N:13]=1)=[O:11]. (4) Given the product [NH2:22][C@@H:4]([CH2:3][CH:2]([CH3:30])[CH3:1])[CH2:5][O:6][C:7]1[CH:8]=[CH:9][C:10]2[C:19]3[C:14](=[CH:15][N:16]=[CH:17][CH:18]=3)[C:13](=[O:20])[NH:12][C:11]=2[CH:21]=1, predict the reactants needed to synthesize it. The reactants are: [CH3:1][CH:2]([CH3:30])[CH2:3][C@H:4]([NH:22]C(=O)OC(C)(C)C)[CH2:5][O:6][C:7]1[CH:8]=[CH:9][C:10]2[C:19]3[C:14](=[CH:15][N:16]=[CH:17][CH:18]=3)[C:13](=[O:20])[NH:12][C:11]=2[CH:21]=1.Cl. (5) The reactants are: [NH:1]1[CH2:4][CH:3]([O:5][C:6]2[C:11]([C:12]3[CH:17]=[CH:16][C:15]([S:18]([CH3:20])=[O:19])=[CH:14][CH:13]=3)=[CH:10][C:9]([C:21]3[NH:30][C:29](=[O:31])[C:28]4[C:23](=[CH:24][C:25]([O:34][CH3:35])=[CH:26][C:27]=4[O:32][CH3:33])[N:22]=3)=[CH:8][CH:7]=2)[CH2:2]1.C=O.O.[C:39]([O-])(=O)C.[Na+].C(O)(=O)C.C(O[BH-](OC(=O)C)OC(=O)C)(=O)C.[Na+]. Given the product [CH3:33][O:32][C:27]1[CH:26]=[C:25]([O:34][CH3:35])[CH:24]=[C:23]2[C:28]=1[C:29](=[O:31])[NH:30][C:21]([C:9]1[CH:10]=[C:11]([C:12]3[CH:17]=[CH:16][C:15]([S:18]([CH3:20])=[O:19])=[CH:14][CH:13]=3)[C:6]([O:5][CH:3]3[CH2:2][N:1]([CH3:39])[CH2:4]3)=[CH:7][CH:8]=1)=[N:22]2, predict the reactants needed to synthesize it. (6) Given the product [F:14][C:9]1([F:15])[CH2:8][N:7]([CH2:16][CH2:17][CH2:18][C:19]2[CH:24]=[CH:23][CH:22]=[CH:21][CH:20]=2)[C:6]2[N:25]=[C:2]([NH:26][C:27]3[CH:35]=[CH:34][C:30]([C:31]([OH:33])=[O:32])=[CH:29][C:28]=3[O:36][CH3:37])[N:3]=[CH:4][C:5]=2[N:11]([CH3:12])[C:10]1=[O:13], predict the reactants needed to synthesize it. The reactants are: Cl[C:2]1[N:3]=[CH:4][C:5]2[N:11]([CH3:12])[C:10](=[O:13])[C:9]([F:15])([F:14])[CH2:8][N:7]([CH2:16][CH2:17][CH2:18][C:19]3[CH:24]=[CH:23][CH:22]=[CH:21][CH:20]=3)[C:6]=2[N:25]=1.[NH2:26][C:27]1[CH:35]=[CH:34][C:30]([C:31]([OH:33])=[O:32])=[CH:29][C:28]=1[O:36][CH3:37]. (7) Given the product [Si:5]([O:12][CH2:13][CH2:14][C:15]([OH:20])([C:3]#[CH:4])[C:16]([O:18][CH3:19])=[O:17])([C:8]([CH3:10])([CH3:9])[CH3:11])([CH3:7])[CH3:6], predict the reactants needed to synthesize it. The reactants are: Br[Mg][C:3]#[CH:4].[Si:5]([O:12][CH2:13][CH2:14][C:15](=[O:20])[C:16]([O:18][CH3:19])=[O:17])([C:8]([CH3:11])([CH3:10])[CH3:9])([CH3:7])[CH3:6].